Dataset: Reaction yield outcomes from USPTO patents with 853,638 reactions. Task: Predict the reaction yield, written as a fraction of the theoretical maximum amount of product (1.0 means a 100% yield; for example, 0.34 means a 34% yield). (1) The reactants are B(Br)(Br)Br.C([O:12][C:13]1[CH:14]=[C:15]([F:28])[CH:16]=[C:17]([CH:19]=[CH:20][C:21]2[CH:26]=[CH:25][C:24]([F:27])=[CH:23][CH:22]=2)[CH:18]=1)C1C=CC=CC=1.CO. The catalyst is C(Cl)Cl. The product is [F:28][C:15]1[CH:16]=[C:17]([CH:19]=[CH:20][C:21]2[CH:26]=[CH:25][C:24]([F:27])=[CH:23][CH:22]=2)[CH:18]=[C:13]([OH:12])[CH:14]=1. The yield is 0.860. (2) The reactants are [I-].[Na+].I.[CH2:4]([N:11]1[CH2:20][CH2:19][C:18]2[C:13](=[CH:14][C:15]([NH2:22])=[CH:16][C:17]=2Cl)[CH2:12]1)[C:5]1[CH:10]=[CH:9][CH:8]=[CH:7][CH:6]=1.[NH2:23][C:24]1[CH:29]=[CH:28][C:27]([C:30]([F:33])([F:32])[F:31])=[CH:26][CH:25]=1. The catalyst is O1CCOCC1. The product is [CH2:4]([N:11]1[CH2:20][CH2:19][C:18]2[C:17]([NH:23][C:24]3[CH:29]=[CH:28][C:27]([C:30]([F:31])([F:32])[F:33])=[CH:26][CH:25]=3)=[CH:16][C:15]([NH2:22])=[CH:14][C:13]=2[CH2:12]1)[C:5]1[CH:10]=[CH:9][CH:8]=[CH:7][CH:6]=1. The yield is 0.790. (3) The product is [Cl:6][C:7]1[CH:12]=[CH:11][C:10]([S:13]([CH:16]([C:17]2[CH:22]=[C:21]([F:23])[CH:20]=[CH:19][C:18]=2[F:24])[CH2:34][CH2:33][OH:32])(=[O:15])=[O:14])=[CH:9][CH:8]=1. The catalyst is ClCCl.CCCCCC.C(OCC)(=O)C.O.C(COC)OC. The reactants are C([Li])CCC.[Cl:6][C:7]1[CH:12]=[CH:11][C:10]([S:13]([CH2:16][C:17]2[CH:22]=[C:21]([F:23])[CH:20]=[CH:19][C:18]=2[F:24])(=[O:15])=[O:14])=[CH:9][CH:8]=1.C([Si]([O:32][CH2:33][CH2:34]I)(C)C)(C)(C)C. The yield is 0.880.